This data is from Reaction yield outcomes from USPTO patents with 853,638 reactions. The task is: Predict the reaction yield, written as a fraction of the theoretical maximum amount of product (1.0 means a 100% yield; for example, 0.34 means a 34% yield). (1) The reactants are [C:1](OC(=O)C)(=[O:3])[CH3:2].[F:8][C:9]1[C:14]([C:15]([C:17]2[C:25]3[C:20](=[N:21][CH:22]=[C:23]([C:26]4[CH:27]=[C:28]5[C:32](=[CH:33][CH:34]=4)[NH:31][N:30]=[CH:29]5)[CH:24]=3)[NH:19][CH:18]=2)=[O:16])=[C:13]([F:35])[CH:12]=[CH:11][C:10]=1[NH:36][S:37]([C:40]1[CH:45]=[C:44]([F:46])[CH:43]=[CH:42][C:41]=1[F:47])(=[O:39])=[O:38]. The catalyst is O.C(OCC)(=O)C. The product is [C:1]([N:31]1[C:32]2[C:28](=[CH:27][C:26]([C:23]3[CH:24]=[C:25]4[C:17]([C:15]([C:14]5[C:9]([F:8])=[C:10]([NH:36][S:37]([C:40]6[CH:45]=[C:44]([F:46])[CH:43]=[CH:42][C:41]=6[F:47])(=[O:39])=[O:38])[CH:11]=[CH:12][C:13]=5[F:35])=[O:16])=[CH:18][NH:19][C:20]4=[N:21][CH:22]=3)=[CH:34][CH:33]=2)[CH:29]=[N:30]1)(=[O:3])[CH3:2]. The yield is 0.200. (2) The reactants are [C:1]([C:4]1[C:22](=[O:23])[C@@:8]2([CH3:24])[C:9]3[C:15]([OH:16])=[CH:14][C:13]([O:17][CH3:18])=[C:12]([C:19]([NH2:21])=[O:20])[C:10]=3[O:11][C:7]2=[CH:6][C:5]=1[OH:25])(=[O:3])[CH3:2].[CH:26]1([C:29]([C:31]2[CH:32]=[C:33]([CH:41]=O)[C:34]3[C:39]([CH:40]=2)=[CH:38][CH:37]=[CH:36][CH:35]=3)=[O:30])[CH2:28][CH2:27]1.C([SiH](CC)CC)C.FC(F)(F)C(O)=O. The catalyst is C(#N)C. The product is [C:1]([C:4]1[C:22](=[O:23])[C@@:8]2([CH3:24])[C:9]3[C:15]([OH:16])=[CH:14][C:13]([O:17][CH3:18])=[C:12]([C:19]([NH:21][CH2:41][C:33]4[C:34]5[C:39](=[CH:38][CH:37]=[CH:36][CH:35]=5)[CH:40]=[C:31]([C:29]([CH:26]5[CH2:28][CH2:27]5)=[O:30])[CH:32]=4)=[O:20])[C:10]=3[O:11][C:7]2=[CH:6][C:5]=1[OH:25])(=[O:3])[CH3:2]. The yield is 0.810. (3) The reactants are Cl[C:2]1[N:7]=[C:6]([NH:8][CH2:9][C:10]2[CH:11]=[N:12][CH:13]=[CH:14][CH:15]=2)[C:5]([F:16])=[CH:4][N:3]=1.[NH2:17][C:18]1[CH:19]=[C:20]([OH:24])[CH:21]=[CH:22][CH:23]=1. No catalyst specified. The product is [F:16][C:5]1[C:6]([NH:8][CH2:9][C:10]2[CH:11]=[N:12][CH:13]=[CH:14][CH:15]=2)=[N:7][C:2]([NH:17][C:18]2[CH:23]=[CH:22][CH:21]=[C:20]([OH:24])[CH:19]=2)=[N:3][CH:4]=1. The yield is 0.430.